Task: Predict the reactants needed to synthesize the given product.. Dataset: Full USPTO retrosynthesis dataset with 1.9M reactions from patents (1976-2016) (1) Given the product [CH3:1][O:2][C:3]1[C:8]([O:9][CH3:10])=[CH:7][N:6]=[C:5]([NH:11][CH2:12][CH2:13][N:14]2[CH:18]=[C:17]([N+:19]([O-:21])=[O:20])[CH:16]=[N:15]2)[N:4]=1, predict the reactants needed to synthesize it. The reactants are: [CH3:1][O:2][C:3]1[C:8]([O:9][CH3:10])=[CH:7][N:6]=[C:5]([NH:11][C:12](=O)[CH2:13][N:14]2[CH:18]=[C:17]([N+:19]([O-:21])=[O:20])[CH:16]=[N:15]2)[N:4]=1.Cl. (2) Given the product [C:1]([C:5]1[O:9][N:8]=[C:7]([NH:10][C:11]([NH:13][C:14]2[CH:19]=[CH:18][CH:17]=[C:16]([S:20][C:28]3[C:37]4[C:32](=[CH:33][C:34]([O:43][CH3:44])=[C:35]([O:38][CH2:39][CH2:40][O:41][CH3:42])[CH:36]=4)[N:31]=[CH:30][N:29]=3)[CH:15]=2)=[O:12])[CH:6]=1)([CH3:4])([CH3:2])[CH3:3], predict the reactants needed to synthesize it. The reactants are: [C:1]([C:5]1[O:9][N:8]=[C:7]([NH:10][C:11]([NH:13][C:14]2[CH:19]=[CH:18][CH:17]=[C:16]([SH:20])[CH:15]=2)=[O:12])[CH:6]=1)([CH3:4])([CH3:3])[CH3:2].C(=O)([O-])[O-].[Cs+].[Cs+].Cl[C:28]1[C:37]2[C:32](=[CH:33][C:34]([O:43][CH3:44])=[C:35]([O:38][CH2:39][CH2:40][O:41][CH3:42])[CH:36]=2)[N:31]=[CH:30][N:29]=1. (3) Given the product [F:16][C:13]([F:14])([F:15])[C@@H:11]1[CH2:12][N:8]([C:30]([O:32][C:33]([CH3:34])([CH3:35])[CH3:36])=[O:31])[CH2:9][C@H:10]1[C:17]([O:19][CH2:20][CH3:21])=[O:18], predict the reactants needed to synthesize it. The reactants are: C([N:8]1[CH2:12][C@@H:11]([C:13]([F:16])([F:15])[F:14])[C@H:10]([C:17]([O:19][CH2:20][CH3:21])=[O:18])[CH2:9]1)C1C=CC=CC=1.[CH3:34][C:33]([O:32][C:30](O[C:30]([O:32][C:33]([CH3:36])([CH3:35])[CH3:34])=[O:31])=[O:31])([CH3:36])[CH3:35].[H][H]. (4) Given the product [CH3:23][O:24][C:25](=[O:44])[CH2:26][CH2:27][CH2:28][CH2:29][CH2:30][CH2:31][C:32](=[O:43])[NH:33][CH2:34][C:35](=[O:42])[C:36]1[CH:41]=[CH:40][CH:39]=[CH:38][CH:37]=1, predict the reactants needed to synthesize it. The reactants are: CC(OI1(OC(C)=O)(OC(C)=O)OC(=O)C2C=CC=CC1=2)=O.[CH3:23][O:24][C:25](=[O:44])[CH2:26][CH2:27][CH2:28][CH2:29][CH2:30][CH2:31][C:32](=[O:43])[NH:33][CH2:34][CH:35]([OH:42])[C:36]1[CH:41]=[CH:40][CH:39]=[CH:38][CH:37]=1. (5) Given the product [Br:10][C:3]1[C:2]([NH:1][C:22](=[O:23])[CH2:21][Br:20])=[C:7]([Br:8])[CH:6]=[C:5]([CH3:9])[N:4]=1, predict the reactants needed to synthesize it. The reactants are: [NH2:1][C:2]1[C:3]([Br:10])=[N:4][C:5]([CH3:9])=[CH:6][C:7]=1[Br:8].CN(C)C1C=CC=CC=1.[Br:20][CH2:21][C:22](Br)=[O:23]. (6) Given the product [Br:1][C:2]1[CH:7]=[CH:6][C:5]([C:8]([N:10]2[CH2:11][CH2:12][C:13]([O:17][CH3:20])([CH3:16])[CH2:14][CH2:15]2)=[O:9])=[CH:4][CH:3]=1, predict the reactants needed to synthesize it. The reactants are: [Br:1][C:2]1[CH:7]=[CH:6][C:5]([C:8]([N:10]2[CH2:15][CH2:14][C:13]([OH:17])([CH3:16])[CH2:12][CH2:11]2)=[O:9])=[CH:4][CH:3]=1.[H-].[Na+].[CH3:20]CCCCC.CI. (7) Given the product [CH2:1]([O:3][C:4]1[CH:5]=[C:6]([CH:12]=[C:13]([O:16][CH2:17][CH3:18])[C:14]=1[C:21]([F:27])([F:26])[C:22]([F:25])([F:24])[F:23])[C:7]([O:9][CH2:10][CH3:11])=[O:8])[CH3:2], predict the reactants needed to synthesize it. The reactants are: [CH2:1]([O:3][C:4]1[CH:5]=[C:6]([CH:12]=[C:13]([O:16][CH2:17][CH3:18])[C:14]=1I)[C:7]([O:9][CH2:10][CH3:11])=[O:8])[CH3:2].C[Si](C)(C)[C:21]([F:27])([F:26])[C:22]([F:25])([F:24])[F:23].[F-].[K+].[Cl-].[NH4+]. (8) Given the product [C:1]([N:8]1[C:16]2[C:11](=[CH:12][C:13]([CH2:17][NH2:18])=[CH:14][CH:15]=2)[C:10]([CH:19]=[O:21])=[CH:9]1)([O:3][C:4]([CH3:7])([CH3:6])[CH3:5])=[O:2], predict the reactants needed to synthesize it. The reactants are: [C:1]([N:8]1[C:16]2[C:11](=[CH:12][C:13]([CH2:17][NH2:18])=[CH:14][CH:15]=2)[CH:10]=[CH:9]1)([O:3][C:4]([CH3:7])([CH3:6])[CH3:5])=[O:2].[CH2:19]([O:21]C1C=C2C(=CC=1)NC(C)=C2C=O)C. (9) The reactants are: [Br:1][C:2]1(Br)[C:7]([O:8]COC)=[CH:6][C:5]([O:12]COC)=[C:4]([C:16]2[CH:21]=[CH:20][CH:19]=[CH:18][CH:17]=2)[CH:3]1[CH2:22][CH2:23][CH2:24][O:25][CH3:26].Cl. Given the product [Br:1][C:2]1[C:7]([OH:8])=[CH:6][C:5]([OH:12])=[C:4]([C:16]2[CH:21]=[CH:20][CH:19]=[CH:18][CH:17]=2)[C:3]=1[CH2:22][CH2:23][CH2:24][O:25][CH3:26], predict the reactants needed to synthesize it.